This data is from Reaction yield outcomes from USPTO patents with 853,638 reactions. The task is: Predict the reaction yield, written as a fraction of the theoretical maximum amount of product (1.0 means a 100% yield; for example, 0.34 means a 34% yield). (1) The reactants are [CH2:1]([O:4][C:5]1[CH:14]=[CH:13][C:12]2[C:7](=[CH:8][CH:9]=[CH:10][CH:11]=2)[C:6]=1[CH:15]=[O:16])[CH:2]=[CH2:3].[BH4-].[Na+]. The catalyst is CO.C1COCC1.O. The product is [CH2:1]([O:4][C:5]1[CH:14]=[CH:13][C:12]2[C:7](=[CH:8][CH:9]=[CH:10][CH:11]=2)[C:6]=1[CH2:15][OH:16])[CH:2]=[CH2:3]. The yield is 0.980. (2) The reactants are [OH:1][CH2:2][C:3]1[CH:16]=[CH:15][C:6]([CH2:7][NH:8][C:9](=[O:14])[C:10]([F:13])([F:12])[F:11])=[CH:5][CH:4]=1.[H-].[Na+].[NH2:19][C:20]1[N:25]=[C:24](Cl)[CH:23]=[C:22]([NH2:27])[N:21]=1.Cl. The catalyst is CS(C)=O. The product is [NH2:19][C:20]1[N:25]=[C:24]([O:1][CH2:2][C:3]2[CH:4]=[CH:5][C:6]([CH2:7][NH:8][C:9](=[O:14])[C:10]([F:12])([F:13])[F:11])=[CH:15][CH:16]=2)[CH:23]=[C:22]([NH2:27])[N:21]=1. The yield is 0.270. (3) The reactants are [CH:1]1([N:6]2[C:11]3[N:12]=[C:13]([S:16][CH3:17])[N:14]=[CH:15][C:10]=3[CH:9]=[C:8]([CH3:18])[C:7]2=[O:19])[CH2:5][CH2:4][CH2:3][CH2:2]1.[Br:20]N1C(=O)CCC1=O. The catalyst is C(Cl)(Cl)(Cl)Cl. The product is [Br:20][CH2:18][C:8]1[C:7](=[O:19])[N:6]([CH:1]2[CH2:2][CH2:3][CH2:4][CH2:5]2)[C:11]2[N:12]=[C:13]([S:16][CH3:17])[N:14]=[CH:15][C:10]=2[CH:9]=1. The yield is 0.320. (4) The reactants are [F:1][C:2]([F:21])([C:7]1[O:8][C:9]2[C:10](=[C:12]([C:16]([O:18]CC)=[O:17])[CH:13]=[CH:14][CH:15]=2)[N:11]=1)[C:3]([F:6])([F:5])[F:4].O1CCCC1.[OH-].[Na+].Cl. The catalyst is O. The product is [F:21][C:2]([F:1])([C:7]1[O:8][C:9]2[C:10](=[C:12]([C:16]([OH:18])=[O:17])[CH:13]=[CH:14][CH:15]=2)[N:11]=1)[C:3]([F:6])([F:5])[F:4]. The yield is 0.990. (5) The reactants are Cl.[CH:2]([C:5]1[CH:6]=[C:7]([NH:11]N)[CH:8]=[CH:9][CH:10]=1)([CH3:4])[CH3:3].[CH3:13][N:14]1[CH2:19][CH2:18][C:17](=O)[CH2:16][CH2:15]1. The catalyst is S(=O)(=O)(O)O.O1CCOCC1. The product is [CH:2]([C:5]1[CH:10]=[CH:9][C:8]2[C:16]3[CH2:15][N:14]([CH3:13])[CH2:19][CH2:18][C:17]=3[NH:11][C:7]=2[CH:6]=1)([CH3:4])[CH3:3]. The yield is 0.180.